From a dataset of Forward reaction prediction with 1.9M reactions from USPTO patents (1976-2016). Predict the product of the given reaction. The product is: [F:3][C:4]1[CH:5]=[C:6]2[C:10](=[CH:11][CH:12]=1)[C:9](=[O:13])[C:8]1([CH2:16][CH2:15]1)[CH2:7]2. Given the reactants [H-].[Na+].[F:3][C:4]1[CH:5]=[C:6]2[C:10](=[CH:11][CH:12]=1)[C:9](=[O:13])[CH2:8][CH2:7]2.Br[CH2:15][CH2:16]Br.O, predict the reaction product.